This data is from Full USPTO retrosynthesis dataset with 1.9M reactions from patents (1976-2016). The task is: Predict the reactants needed to synthesize the given product. (1) Given the product [CH:19]1([CH2:25][N:16]2[CH2:17][CH2:18][CH:13]([C:10]3[NH:11][CH:12]=[C:8]([C:5]4[CH:6]=[CH:7][C:2]([F:1])=[CH:3][CH:4]=4)[N:9]=3)[CH2:14][CH2:15]2)[CH2:24][CH2:23][CH2:22][CH2:21][CH2:20]1, predict the reactants needed to synthesize it. The reactants are: [F:1][C:2]1[CH:7]=[CH:6][C:5]([C:8]2[N:9]=[C:10]([CH:13]3[CH2:18][CH2:17][NH:16][CH2:15][CH2:14]3)[NH:11][CH:12]=2)=[CH:4][CH:3]=1.[CH:19]1([CH:25]=O)[CH2:24][CH2:23][CH2:22][CH2:21][CH2:20]1.C(O[BH-](OC(=O)C)OC(=O)C)(=O)C.[Na+].O. (2) Given the product [S:1]1[CH:5]=[CH:4][CH:3]=[C:2]1[C:6]([O:8][CH2:9][C:10]([OH:12])=[O:11])=[O:7], predict the reactants needed to synthesize it. The reactants are: [S:1]1[CH:5]=[CH:4][CH:3]=[C:2]1[C:6]([O:8][CH2:9][C:10]([O:12]C(C)(C)C)=[O:11])=[O:7].C(O)(C(F)(F)F)=O. (3) Given the product [CH3:1][N:2]([CH3:24])[CH2:3][CH2:4][O:5][C:6]1[CH:11]=[CH:10][CH:9]=[CH:8][C:7]=1[NH:12][C:13]([NH2:15])=[S:14], predict the reactants needed to synthesize it. The reactants are: [CH3:1][N:2]([CH3:24])[CH2:3][CH2:4][O:5][C:6]1[CH:11]=[CH:10][CH:9]=[CH:8][C:7]=1[NH:12][C:13]([NH:15]C(=O)C1C=CC=CC=1)=[S:14].C[O-].[Na+].